This data is from Reaction yield outcomes from USPTO patents with 853,638 reactions. The task is: Predict the reaction yield, written as a fraction of the theoretical maximum amount of product (1.0 means a 100% yield; for example, 0.34 means a 34% yield). The reactants are [H-].[Na+].[C@H:3]12[O:9][C@H:8]1[CH2:7][CH2:6][CH2:5][C@H:4]2[OH:10].[CH2:11](Br)[C:12]1[CH:17]=[CH:16][CH:15]=[CH:14][CH:13]=1.[OH2:19]. The catalyst is C1COCC1. The product is [CH2:11]([O:10][C@:4]1([OH:19])[CH2:5][CH2:6][CH2:7][C@H:8]2[C@H:3]1[O:9]2)[C:12]1[CH:17]=[CH:16][CH:15]=[CH:14][CH:13]=1. The yield is 0.510.